From a dataset of Forward reaction prediction with 1.9M reactions from USPTO patents (1976-2016). Predict the product of the given reaction. Given the reactants [CH:1]([C:3]1[CH:12]=[C:11]([CH3:13])[CH:10]=[CH:9][C:4]=1[C:5]([O:7][CH3:8])=[O:6])=[CH2:2], predict the reaction product. The product is: [CH2:1]([C:3]1[CH:12]=[C:11]([CH3:13])[CH:10]=[CH:9][C:4]=1[C:5]([O:7][CH3:8])=[O:6])[CH3:2].